From a dataset of Reaction yield outcomes from USPTO patents with 853,638 reactions. Predict the reaction yield, written as a fraction of the theoretical maximum amount of product (1.0 means a 100% yield; for example, 0.34 means a 34% yield). (1) The reactants are Cl.[CH3:2][O:3][C:4]1[CH:9]=[C:8]([N:10]2[CH2:15][CH2:14][N:13]([CH3:16])[CH2:12][CH2:11]2)[CH:7]=[CH:6][C:5]=1[NH:17][C:18]1[N:19]=[C:20]([O:27][C:28]2[CH:33]=[CH:32][CH:31]=[C:30]([N+:34]([O-])=O)[CH:29]=2)[C:21]2[S:26][CH:25]=[CH:24][C:22]=2[N:23]=1. The catalyst is C(O)C.[Fe]. The product is [NH2:34][C:30]1[CH:29]=[C:28]([CH:33]=[CH:32][CH:31]=1)[O:27][C:20]1[C:21]2[S:26][CH:25]=[CH:24][C:22]=2[N:23]=[C:18]([NH:17][C:5]2[CH:6]=[CH:7][C:8]([N:10]3[CH2:15][CH2:14][N:13]([CH3:16])[CH2:12][CH2:11]3)=[CH:9][C:4]=2[O:3][CH3:2])[N:19]=1. The yield is 0.678. (2) The reactants are [OH:1][C:2]1[CH:12]=[CH:11][C:5]([C:6]([O:8][CH2:9][CH3:10])=[O:7])=[CH:4][CH:3]=1.I[CH2:14][CH2:15][CH2:16][C:17]([F:20])([F:19])[F:18].C([O-])([O-])=O.[K+].[K+]. The catalyst is C(C(C)=O)C. The product is [F:18][C:17]([F:20])([F:19])[CH2:16][CH2:15][CH2:14][O:1][C:2]1[CH:3]=[CH:4][C:5]([C:6]([O:8][CH2:9][CH3:10])=[O:7])=[CH:11][CH:12]=1. The yield is 0.870. (3) The reactants are [Cl:1][C:2]([Cl:37])([Cl:36])[CH2:3][O:4][C:5](=[O:35])[C:6]1[CH:11]=[CH:10][CH:9]=[CH:8][C:7]=1[CH2:12][S:13][C:14]1[CH:19]=[CH:18][CH:17]=[C:16]([CH2:20][C:21]([O:23][CH2:24]C2C=CC(C(F)(F)F)=CC=2)=[O:22])[CH:15]=1.Cl[C:39](Cl)(Cl)COC(=O)C1C=CC=CC=1CSC1C=CC=C(CC(O)=O)C=1.[F:64][C:65]([F:76])([F:75])[C:66]1[CH:71]=[CH:70][C:69](C(O)C)=[CH:68][CH:67]=1.C(Cl)Cl. The catalyst is CN(C1C=CN=CC=1)C.CCCCCCC.CCOC(C)=O. The product is [Cl:37][C:2]([Cl:1])([Cl:36])[CH2:3][O:4][C:5](=[O:35])[C:6]1[CH:11]=[CH:10][CH:9]=[CH:8][C:7]=1[CH2:12][S:13][C:14]1[CH:19]=[CH:18][CH:17]=[C:16]([CH:20]([C:21]([O:23][CH2:24][CH3:39])=[O:22])[C:69]2[CH:68]=[CH:67][C:66]([C:65]([F:64])([F:75])[F:76])=[CH:71][CH:70]=2)[CH:15]=1. The yield is 0.670. (4) The reactants are C(Cl)(=O)C(Cl)=O.[Cl:7][C:8]1[O:12][N:11]=[C:10]([C:13]([OH:15])=O)[CH:9]=1.CN(C=O)C.[N-:21]=[N+:22]=[N-:23].[Na+]. The catalyst is C(Cl)Cl. The product is [Cl:7][C:8]1[O:12][N:11]=[C:10]([C:13]([N:21]=[N+:22]=[N-:23])=[O:15])[CH:9]=1. The yield is 0.550. (5) The reactants are Br[C:2]1[C:10]2[C:5]([NH:6][CH:7]=[N:8][C:9]=2[Cl:11])=[N:4][CH:3]=1.[Li]CCCC.Br[CH2:18][CH2:19][O:20][Si:21]([C:24]([CH3:27])([CH3:26])[CH3:25])([CH3:23])[CH3:22].[NH4+].[Cl-]. The catalyst is C1COCC1.O.C(Cl)Cl. The product is [O:20]([CH2:19][CH2:18][C:2]1[C:10]2[C:9]([Cl:11])=[N:8][CH:7]=[N:6][C:5]=2[NH:4][CH:3]=1)[Si:21]([C:24]([CH3:27])([CH3:26])[CH3:25])([CH3:23])[CH3:22]. The yield is 0.430. (6) The catalyst is C(#N)C.O1CCCC1. The yield is 0.320. The product is [F:1][C:2]1[CH:3]=[C:4]([C:37]2[C:38]([C:43]#[N:44])=[CH:39][CH:40]=[CH:41][CH:42]=2)[CH:5]=[CH:6][C:7]=1[CH2:8][C:9]1[C:10](=[O:36])[N:11]([CH:21]2[CH2:35][CH2:34][CH:24]([O:25][CH:26]([C:27]3([CH:31]=[O:32])[CH2:28][CH2:29][CH2:30]3)[CH3:33])[CH2:23][CH2:22]2)[C:12]2[N:13]([N:18]=[CH:19][N:20]=2)[C:14]=1[CH2:15][CH2:16][CH3:17]. The reactants are [F:1][C:2]1[CH:3]=[C:4]([C:37]2[C:38]([C:43]#[N:44])=[CH:39][CH:40]=[CH:41][CH:42]=2)[CH:5]=[CH:6][C:7]=1[CH2:8][C:9]1[C:10](=[O:36])[N:11]([CH:21]2[CH2:35][CH2:34][C:24]3([O:32][CH2:31][C:27]4([CH2:30][CH2:29][CH2:28]4)[CH:26]([CH3:33])[O:25]3)[CH2:23][CH2:22]2)[C:12]2[N:13]([N:18]=[CH:19][N:20]=2)[C:14]=1[CH2:15][CH2:16][CH3:17].C([BH3-])#N.[Na+].B(F)(F)F.CCOCC.C(=O)([O-])O.[Na+].CC(OI1(OC(C)=O)(OC(C)=O)OC(=O)C2C=CC=CC1=2)=O.S([O-])([O-])(=O)=S.[Na+].[Na+]. (7) The yield is 0.770. The reactants are C[O:2][C:3](=[O:36])[CH2:4][CH2:5][NH:6][C:7](=[O:35])[C:8]1[CH:13]=[CH:12][C:11]([O:14][CH:15]([CH2:18][C:19]2[CH:24]=[CH:23][C:22]([C:25]3[CH:30]=[CH:29][C:28]([C:31]([F:34])([F:33])[F:32])=[CH:27][CH:26]=3)=[CH:21][CH:20]=2)[CH2:16][CH3:17])=[CH:10][CH:9]=1.[OH-].[Na+].Cl. The catalyst is CO. The product is [F:32][C:31]([F:33])([F:34])[C:28]1[CH:27]=[CH:26][C:25]([C:22]2[CH:23]=[CH:24][C:19]([CH2:18][CH:15]([O:14][C:11]3[CH:10]=[CH:9][C:8]([C:7]([NH:6][CH2:5][CH2:4][C:3]([OH:36])=[O:2])=[O:35])=[CH:13][CH:12]=3)[CH2:16][CH3:17])=[CH:20][CH:21]=2)=[CH:30][CH:29]=1.